Dataset: Full USPTO retrosynthesis dataset with 1.9M reactions from patents (1976-2016). Task: Predict the reactants needed to synthesize the given product. (1) Given the product [CH3:23][C:2]1([CH3:1])[C:10]2[CH:9]=[N:8][C:7]([S:26]([CH3:30])(=[O:28])=[O:25])=[N:6][C:5]=2[CH2:4][N:3]1[C:13]([O:15][CH2:16][C:17]1[CH:22]=[CH:21][CH:20]=[CH:19][CH:18]=1)=[O:14], predict the reactants needed to synthesize it. The reactants are: [CH3:1][C:2]1([CH3:23])[C:10]2[CH:9]=[N:8][C:7](SC)=[N:6][C:5]=2[CH2:4][N:3]1[C:13]([O:15][CH2:16][C:17]1[CH:22]=[CH:21][CH:20]=[CH:19][CH:18]=1)=[O:14].O[O:25][S:26]([O-:28])=O.[K+].[CH3:30]N(C=O)C. (2) Given the product [CH3:22][O:21][C:17]1[CH:16]=[C:15]2[C:20](=[CH:19][CH:18]=1)[CH:10]([CH3:11])[N:9]([C:6]1[CH:7]=[CH:8][C:3]([O:2][CH3:1])=[CH:4][CH:5]=1)[CH2:13][CH2:14]2, predict the reactants needed to synthesize it. The reactants are: [CH3:1][O:2][C:3]1[CH:8]=[CH:7][C:6]([N:9]([CH2:13][CH2:14][C:15]2[CH:20]=[CH:19][CH:18]=[C:17]([O:21][CH3:22])[CH:16]=2)[C:10](=O)[CH3:11])=[CH:5][CH:4]=1.[I-].[K+]. (3) Given the product [ClH:41].[CH:37]1([C:36]2[N:23]3[C:24]([C:25]4[CH:26]=[C:27]([C:28]5[CH:29]=[CH:30][CH:31]=[CH:32][CH:33]=5)[C:18]([C:15]5[CH:16]=[CH:17][C:12]([C:8]6([NH2:7])[CH2:9][CH2:10][CH2:11]6)=[CH:13][CH:14]=5)=[N:19][C:20]=4[CH:21]=[CH:22]3)=[N:34][N:35]=2)[CH2:38][CH2:39]1, predict the reactants needed to synthesize it. The reactants are: C(OC(=O)[NH:7][C:8]1([C:12]2[CH:17]=[CH:16][C:15]([C:18]3[C:27]([C:28]4[CH:33]=[CH:32][CH:31]=[CH:30][CH:29]=4)=[CH:26][C:25]4[C:24]5=[N:34][N:35]=[C:36]([CH:37]6[CH2:39][CH2:38]6)[N:23]5[CH:22]=[CH:21][C:20]=4[N:19]=3)=[CH:14][CH:13]=2)[CH2:11][CH2:10][CH2:9]1)(C)(C)C.[ClH:41].CCOC(C)=O. (4) Given the product [CH3:14][S:12]([C:9]1[CH:10]=[CH:11][C:2]([N:15]2[CH2:20][CH2:19][CH2:18][CH2:17][CH2:16]2)=[C:3]([CH:8]=1)[C:4]([O:6][CH3:7])=[O:5])=[O:13], predict the reactants needed to synthesize it. The reactants are: Cl[C:2]1[CH:11]=[CH:10][C:9]([S:12]([CH3:14])=[O:13])=[CH:8][C:3]=1[C:4]([O:6][CH3:7])=[O:5].[NH:15]1[CH2:20][CH2:19][CH2:18][CH2:17][CH2:16]1. (5) The reactants are: Cl[C:2]1[CH:18]=[CH:17][C:5]([C:6]([C:8]2[CH:16]=[CH:15][CH:14]=[CH:13][C:9]=2[C:10]([OH:12])=[O:11])=[O:7])=[CH:4][C:3]=1[N+:19]([O-:21])=[O:20].Cl.[OH-].[NH4+:24]. Given the product [NH2:24][C:2]1[CH:18]=[CH:17][C:5]([C:6]([C:8]2[CH:16]=[CH:15][CH:14]=[CH:13][C:9]=2[C:10]([OH:12])=[O:11])=[O:7])=[CH:4][C:3]=1[N+:19]([O-:21])=[O:20], predict the reactants needed to synthesize it. (6) Given the product [CH:1]1[C:10]2[C:5](=[CH:6][CH:7]=[CH:8][CH:9]=2)[CH:4]=[CH:3][C:2]=1[S:11]([NH:18][C@@H:19]([C:24]1[CH:29]=[CH:28][CH:27]=[CH:26][CH:25]=1)[CH2:20][C:21]([OH:23])=[O:22])(=[O:13])=[O:12], predict the reactants needed to synthesize it. The reactants are: [CH:1]1[C:10]2[C:5](=[CH:6][CH:7]=[CH:8][CH:9]=2)[CH:4]=[CH:3][C:2]=1[S:11](Cl)(=[O:13])=[O:12].[OH-].[Na+].Cl.[NH2:18][C@@H:19]([C:24]1[CH:29]=[CH:28][CH:27]=[CH:26][CH:25]=1)[CH2:20][C:21]([OH:23])=[O:22].CN1CCOCC1. (7) Given the product [CH3:4][O:5][C:6]([C:8]1[CH:9]=[C:10]([CH3:28])[C:11]2[O:17][C:16]3[C:18]([Cl:24])=[CH:19][C:20]([CH2:22][N:23]([CH2:1][CH3:2])[CH2:29][CH3:31])=[CH:21][C:15]=3[CH2:14][S:13](=[O:25])(=[O:26])[C:12]=2[CH:27]=1)=[O:7], predict the reactants needed to synthesize it. The reactants are: [CH:1](=O)[CH3:2].[CH3:4][O:5][C:6]([C:8]1[CH:9]=[C:10]([CH3:28])[C:11]2[O:17][C:16]3[C:18]([Cl:24])=[CH:19][C:20]([CH2:22][NH2:23])=[CH:21][C:15]=3[CH2:14][S:13](=[O:26])(=[O:25])[C:12]=2[CH:27]=1)=[O:7].[C:29](O)([C:31](F)(F)F)=O.[BH3-]C#N.[Na+].C(=O)(O)[O-].[Na+]. (8) Given the product [CH3:21][C:20]1[CH:19]=[CH:18][C:15]([C:16]#[N:17])=[CH:14][C:13]=1[CH2:11][CH2:10][CH2:9][CH2:8][CH2:7][CH2:6][CH2:5][CH2:4][CH2:3][CH2:2][CH3:1], predict the reactants needed to synthesize it. The reactants are: [CH2:1]=[CH:2][CH2:3][CH2:4][CH2:5][CH2:6][CH2:7][CH2:8][CH2:9][CH2:10][CH3:11].Br[C:13]1[CH:14]=[C:15]([CH:18]=[CH:19][C:20]=1[CH3:21])[C:16]#[N:17]. (9) Given the product [CH2:1]([N:8]([C:22]1[C:27]([Cl:28])=[CH:26][C:25]([C:33]2[CH:34]=[CH:35][CH:36]=[CH:37][C:32]=2[O:31][CH3:30])=[CH:24][N:23]=1)[S:9]([C:12]1[CH:21]=[CH:20][C:15]([C:16]([OH:18])=[O:17])=[CH:14][CH:13]=1)(=[O:11])=[O:10])[C:2]1[CH:7]=[CH:6][CH:5]=[CH:4][CH:3]=1, predict the reactants needed to synthesize it. The reactants are: [CH2:1]([N:8]([C:22]1[C:27]([Cl:28])=[CH:26][C:25](Br)=[CH:24][N:23]=1)[S:9]([C:12]1[CH:21]=[CH:20][C:15]([C:16]([O:18]C)=[O:17])=[CH:14][CH:13]=1)(=[O:11])=[O:10])[C:2]1[CH:7]=[CH:6][CH:5]=[CH:4][CH:3]=1.[CH3:30][O:31][C:32]1[CH:37]=[CH:36][CH:35]=[CH:34][C:33]=1B(O)O. (10) Given the product [CH2:1]([N:8]1[CH2:13][CH2:12][CH:11]([C:14](=[O:28])[CH2:15][C:17]2[CH:22]=[CH:21][CH:20]=[CH:19][C:18]=2[O:23][CH3:24])[CH2:10][CH2:9]1)[C:2]1[CH:7]=[CH:6][CH:5]=[CH:4][CH:3]=1, predict the reactants needed to synthesize it. The reactants are: [CH2:1]([N:8]1[CH2:13][CH2:12][CH:11]([CH2:14][CH:15]([C:17]2[CH:22]=[CH:21][CH:20]=[CH:19][C:18]=2[O:23][CH3:24])O)[CH2:10][CH2:9]1)[C:2]1[CH:7]=[CH:6][CH:5]=[CH:4][CH:3]=1.O.C(OCC)(=[O:28])C.